The task is: Predict the product of the given reaction.. This data is from Forward reaction prediction with 1.9M reactions from USPTO patents (1976-2016). (1) The product is: [I:1][C:2]1[C:10]2[O:9][CH:8]=[CH:7][C:6]=2[CH:5]=[C:4]([S:11]([O:14][C:15]2[CH:20]=[C:19]([CH3:25])[CH:18]=[CH:17][C:16]=2[O:23][CH3:24])(=[O:12])=[O:13])[CH:3]=1. Given the reactants [I:1][C:2]1[C:10]2[O:9][CH:8]=[CH:7][C:6]=2[CH:5]=[C:4]([S:11]([O:14][C:15]2[CH:20]=[CH:19][CH:18]=[C:17](OC)[C:16]=2[O:23][CH3:24])(=[O:13])=[O:12])[CH:3]=1.[CH2:25]1C(=O)N(Br)C(=O)C1.CC(N=NC(C#N)(C)C)(C#N)C.COC1C=CC(C)=CC=1O.C(N(CC)CC)C, predict the reaction product. (2) Given the reactants [Cl:1][C:2]1[CH:7]=[C:6]([NH2:8])[CH:5]=[CH:4][N:3]=1.[N+:9]([O-:12])([OH:11])=[O:10].N, predict the reaction product. The product is: [Cl:1][C:2]1[CH:7]=[C:6]([NH2:8])[C:5]([N+:9]([O-:11])=[O:10])=[CH:4][N:3]=1.[Cl:1][C:2]1[C:7]([N+:9]([O-:12])=[O:10])=[C:6]([NH2:8])[CH:5]=[CH:4][N:3]=1. (3) Given the reactants Br[C:2]1[S:3][C:4]2[C:10]([C:11]3[CH:16]=[CH:15][C:14]([Cl:17])=[CH:13][CH:12]=3)=[C:9]([C@H:18]([O:24][C:25]([CH3:28])([CH3:27])[CH3:26])[C:19]([O:21][CH2:22][CH3:23])=[O:20])[C:8]([CH3:29])=[CH:7][C:5]=2[N:6]=1.[CH3:30][N:31]1[C:39]2[C:34](=[CH:35][CH:36]=[C:37](B(O)O)[CH:38]=2)[C:33]([CH3:43])=[N:32]1.C([O-])([O-])=O.[K+].[K+].O1CCOCC1, predict the reaction product. The product is: [C:25]([O:24][C@@H:18]([C:9]1[C:8]([CH3:29])=[CH:7][C:5]2[N:6]=[C:2]([C:37]3[CH:38]=[C:39]4[C:34]([C:33]([CH3:43])=[N:32][N:31]4[CH3:30])=[CH:35][CH:36]=3)[S:3][C:4]=2[C:10]=1[C:11]1[CH:16]=[CH:15][C:14]([Cl:17])=[CH:13][CH:12]=1)[C:19]([O:21][CH2:22][CH3:23])=[O:20])([CH3:28])([CH3:27])[CH3:26]. (4) Given the reactants [CH2:1]([NH:8][CH2:9]C(O)=O)[C:2]1[CH:7]=[CH:6][CH:5]=[CH:4][CH:3]=1.[C:13]([O:21][CH3:22])(=[O:20])/[CH:14]=[CH:15]\[C:16]([O:18][CH3:19])=[O:17].C=O.[CH3:25]CN(C(C)C)C(C)C, predict the reaction product. The product is: [CH2:1]([N:8]1[CH2:9][C@H:15]([C:16]([O:18][CH3:19])=[O:17])[C@H:14]([C:13]([O:21][CH3:22])=[O:20])[CH2:25]1)[C:2]1[CH:3]=[CH:4][CH:5]=[CH:6][CH:7]=1.